From a dataset of Forward reaction prediction with 1.9M reactions from USPTO patents (1976-2016). Predict the product of the given reaction. (1) Given the reactants [N+:1]([C:4]1[CH:9]=[CH:8][C:7]([S:10][CH2:11][C:12]([NH:14][CH2:15][CH2:16][CH2:17][CH2:18][CH2:19][C:20]([NH:22][C:23]2[CH:28]=[CH:27][CH:26]=[CH:25][CH:24]=2)=[O:21])=[O:13])=[CH:6][CH:5]=1)([O-])=O.O.O.[Sn](Cl)Cl.[OH-].[Na+], predict the reaction product. The product is: [NH2:1][C:4]1[CH:5]=[CH:6][C:7]([S:10][CH2:11][C:12]([NH:14][CH2:15][CH2:16][CH2:17][CH2:18][CH2:19][C:20]([NH:22][C:23]2[CH:24]=[CH:25][CH:26]=[CH:27][CH:28]=2)=[O:21])=[O:13])=[CH:8][CH:9]=1. (2) Given the reactants [O:1]1[C:6]2[CH:7]=[CH:8][C:9]([CH2:11][C:12]([OH:14])=O)=[CH:10][C:5]=2[O:4][CH2:3][CH2:2]1.O=S(Cl)Cl.[NH3:19], predict the reaction product. The product is: [O:1]1[C:6]2[CH:7]=[CH:8][C:9]([CH2:11][C:12]([NH2:19])=[O:14])=[CH:10][C:5]=2[O:4][CH2:3][CH2:2]1. (3) The product is: [F:1][C:2]1[C:7]2[O:8][C:9]([CH3:14])([CH3:13])[C:10](=[S:19])[NH:11][C:6]=2[CH:5]=[C:4]([N+:15]([O-:17])=[O:16])[CH:3]=1. Given the reactants [F:1][C:2]1[C:7]2[O:8][C:9]([CH3:14])([CH3:13])[C:10](=O)[NH:11][C:6]=2[CH:5]=[C:4]([N+:15]([O-:17])=[O:16])[CH:3]=1.P12(SP3(SP(SP(S3)(S1)=S)(=S)S2)=S)=[S:19], predict the reaction product. (4) Given the reactants [CH3:1][CH:2]1[N:7]([C:8]2[CH:13]=[CH:12][CH:11]=[C:10]([O:14][C:15]([F:18])([F:17])[F:16])[CH:9]=2)[CH2:6][CH2:5][N:4]([CH2:19][CH2:20][CH:21]=O)[C:3]1=[O:23].Cl.[CH2:25]1[C:27]2([CH2:32][CH2:31][NH:30][CH2:29][C@H:28]2[OH:33])[CH2:26]1.C(N(CC)CC)C, predict the reaction product. The product is: [OH:33][C@@H:28]1[CH2:29][N:30]([CH2:21][CH2:20][CH2:19][N:4]2[CH2:5][CH2:6][N:7]([C:8]3[CH:13]=[CH:12][CH:11]=[C:10]([O:14][C:15]([F:18])([F:17])[F:16])[CH:9]=3)[CH:2]([CH3:1])[C:3]2=[O:23])[CH2:31][CH2:32][C:27]21[CH2:26][CH2:25]2. (5) The product is: [Cl:34][C:35]1[CH:36]=[C:37]([C:42]2[C:50]([C:51]([NH2:53])=[O:52])=[C:45]3[CH2:46][N:47]([C:58]([NH:31][C:4]4([C:9]5[CH:10]=[CH:11][C:12]([F:15])=[CH:13][CH:14]=5)[CH2:3][C:2]([F:1])([F:16])[CH2:5]4)=[O:57])[CH2:48][CH2:49][N:44]3[N:43]=2)[CH:38]=[CH:39][C:40]=1[F:41]. Given the reactants [F:1][C:2]1([F:16])[CH2:5][C:4]([C:9]2[CH:14]=[CH:13][C:12]([F:15])=[CH:11][CH:10]=2)(C(O)=O)[CH2:3]1.C1C=CC(P([N:31]=[N+]=[N-])(C2C=CC=CC=2)=O)=CC=1.[Cl:34][C:35]1[CH:36]=[C:37]([C:42]2[C:50]([C:51]([NH2:53])=[O:52])=[C:45]3[CH2:46][NH:47][CH2:48][CH2:49][N:44]3[N:43]=2)[CH:38]=[CH:39][C:40]=1[F:41].C1[CH2:58][O:57]CC1, predict the reaction product. (6) Given the reactants Cl[C:2]1[N:7]=[C:6]([O:8][CH3:9])[CH:5]=[CH:4][N:3]=1.[CH3:10][N:11](C=O)C, predict the reaction product. The product is: [CH3:9][O:8][C:6]1[CH:5]=[CH:4][N:3]=[C:2]([C:10]#[N:11])[N:7]=1. (7) Given the reactants I[C:2]1[C:10]2[C:9]([O:11][CH2:12][CH:13]([CH3:15])[CH3:14])=[N:8][CH:7]=[N:6][C:5]=2[N:4]([S:16]([C:19]2[CH:25]=[CH:24][C:22]([CH3:23])=[CH:21][CH:20]=2)(=[O:18])=[O:17])[CH:3]=1.C([Sn](CCCC)(CCCC)[C:31]([O:33]CC)=[CH2:32])CCC.Cl, predict the reaction product. The product is: [CH2:12]([O:11][C:9]1[C:10]2[C:2]([C:31](=[O:33])[CH3:32])=[CH:3][N:4]([S:16]([C:19]3[CH:25]=[CH:24][C:22]([CH3:23])=[CH:21][CH:20]=3)(=[O:18])=[O:17])[C:5]=2[N:6]=[CH:7][N:8]=1)[CH:13]([CH3:15])[CH3:14]. (8) Given the reactants CSC.[S:4]1[C:8]([CH2:9][C:10]2[CH:11]=[C:12]([CH:22]3[C@@H:27]([O:28]CC4C=CC=CC=4)[C@@H:26]([O:36]CC4C=CC=CC=4)[C@@H:25]([O:44]CC4C=CC=CC=4)[C@@H:24]([CH2:52][O:53]CC4C=CC=CC=4)[O:23]3)[C:13]3[C:18]([C:19]=2[O:20][CH3:21])=[CH:17][CH:16]=[CH:15][CH:14]=3)=[CH:7][C:6]2[CH:61]=[CH:62][CH:63]=[CH:64][C:5]1=2.O, predict the reaction product. The product is: [S:4]1[C:8]([CH2:9][C:10]2[CH:11]=[C:12]([C@H:22]3[C@H:27]([OH:28])[C@@H:26]([OH:36])[C@H:25]([OH:44])[C@@H:24]([CH2:52][OH:53])[O:23]3)[C:13]3[C:18]([C:19]=2[O:20][CH3:21])=[CH:17][CH:16]=[CH:15][CH:14]=3)=[CH:7][C:6]2[CH:61]=[CH:62][CH:63]=[CH:64][C:5]1=2. (9) Given the reactants [Cl:1][C:2]1[CH:15]=[CH:14][C:13]([I:16])=[CH:12][C:3]=1[CH2:4][C:5]1[CH:10]=[CH:9][C:8]([OH:11])=[CH:7][CH:6]=1.CC1C=CC(S(O[CH2:28][CH2:29][O:30][CH:31]2[CH2:33][CH2:32]2)(=O)=O)=CC=1.C(=O)([O-])[O-].[Cs+].[Cs+].C(=O)([O-])[O-].[K+].[K+], predict the reaction product. The product is: [CH:31]1([O:30][CH2:29][CH2:28][O:11][C:8]2[CH:7]=[CH:6][C:5]([CH2:4][C:3]3[CH:12]=[C:13]([I:16])[CH:14]=[CH:15][C:2]=3[Cl:1])=[CH:10][CH:9]=2)[CH2:33][CH2:32]1.